Dataset: Forward reaction prediction with 1.9M reactions from USPTO patents (1976-2016). Task: Predict the product of the given reaction. (1) Given the reactants [C:1](Cl)(=[O:8])[C:2]1[CH:7]=[CH:6][CH:5]=[CH:4][CH:3]=1.[NH2:10][C:11]12S[CH:12]1[CH:13]1[S:18][C:14]1(O)[CH:15]=[CH:16]2.CC(O)=O, predict the reaction product. The product is: [SH:18][C:14]1[CH:15]=[CH:16][C:11]([NH:10][C:1](=[O:8])[C:2]2[CH:7]=[CH:6][CH:5]=[CH:4][CH:3]=2)=[CH:12][CH:13]=1. (2) Given the reactants [Cl:1][C:2]1[CH:8]=[C:7]([O:9][C:10]2[C:11]3[N:18]([CH3:19])[CH:17]=[CH:16][C:12]=3[N:13]=[CH:14][N:15]=2)[CH:6]=[CH:5][C:3]=1[NH2:4].N1C=CC=CC=1.Cl[C:27](OC1C=CC=CC=1)=[O:28].[NH2:36][CH:37]1[CH2:42][CH2:41][CH2:40][N:39]([C:43]([O:45][C:46]([CH3:49])([CH3:48])[CH3:47])=[O:44])[CH2:38]1, predict the reaction product. The product is: [Cl:1][C:2]1[CH:8]=[C:7]([O:9][C:10]2[C:11]3[N:18]([CH3:19])[CH:17]=[CH:16][C:12]=3[N:13]=[CH:14][N:15]=2)[CH:6]=[CH:5][C:3]=1[NH:4][C:27]([NH:36][CH:37]1[CH2:42][CH2:41][CH2:40][N:39]([C:43]([O:45][C:46]([CH3:49])([CH3:48])[CH3:47])=[O:44])[CH2:38]1)=[O:28]. (3) Given the reactants [Cl:1][C:2]1[CH:3]=[C:4]2[C:8](=[CH:9][CH:10]=1)[NH:7][C:6](=[O:11])[CH2:5]2.[Cl-].[Li+].Br[C:15](Br)([CH2:18][CH3:19])[CH2:16][CH3:17], predict the reaction product. The product is: [Cl:1][C:2]1[CH:3]=[C:4]2[C:8](=[CH:9][CH:10]=1)[NH:7][C:6](=[O:11])[C:5]12[CH2:19][CH2:18][CH2:15][CH2:16][CH2:17]1. (4) Given the reactants I[C:2]1[C:10]2[C:5](=[N:6][CH:7]=[N:8][C:9]=2[NH:11][CH2:12][CH2:13][C:14]([NH2:16])=[O:15])[N:4]([C@H:17]2[CH2:22][CH2:21][C@H:20]([N:23]3[CH2:28][CH2:27][O:26][CH2:25][CH2:24]3)[CH2:19][CH2:18]2)[N:3]=1.[Cl:29][C:30]1[CH:31]=[C:32]([CH3:55])[C:33]2[O:37][C:36]([NH:38][C:39]3[CH:44]=[CH:43][C:42](B4OC(C)(C)C(C)(C)O4)=[CH:41][CH:40]=3)=[N:35][C:34]=2[CH:54]=1, predict the reaction product. The product is: [C:27]([OH:37])(=[O:26])[CH3:28].[Cl:29][C:30]1[CH:31]=[C:32]([CH3:55])[C:33]2[O:37][C:36]([NH:38][C:39]3[CH:44]=[CH:43][C:42]([C:2]4[C:10]5[C:5](=[N:6][CH:7]=[N:8][C:9]=5[NH:11][CH2:12][CH2:13][C:14]([NH2:16])=[O:15])[N:4]([C@H:17]5[CH2:22][CH2:21][C@H:20]([N:23]6[CH2:28][CH2:27][O:26][CH2:25][CH2:24]6)[CH2:19][CH2:18]5)[N:3]=4)=[CH:41][CH:40]=3)=[N:35][C:34]=2[CH:54]=1.